Dataset: Forward reaction prediction with 1.9M reactions from USPTO patents (1976-2016). Task: Predict the product of the given reaction. (1) Given the reactants [C:1]([O:5][C:6]([N:8]1[C:12]([CH3:14])([CH3:13])[CH2:11][CH2:10][C@H:9]1[C@H:15]([C:19]1[CH:24]=[CH:23][C:22]([C:25]([F:28])([F:27])[F:26])=[CH:21][C:20]=1[F:29])C(O)=O)=[O:7])([CH3:4])([CH3:3])[CH3:2].C1C=CC=CC=1.C1(P(N=[N+]=[N-])(C2C=CC=CC=2)=O)C=CC=CC=1.[O:53]1[CH2:58][CH2:57][CH:56]([NH:59][C:60]2[N:61]=[CH:62][C:63]3[CH2:69][CH2:68][NH:67][CH2:66][C:64]=3[N:65]=2)[CH2:55][CH2:54]1.C[N:71]([CH:73]=[O:74])C, predict the reaction product. The product is: [F:29][C:20]1[CH:21]=[C:22]([C:25]([F:26])([F:27])[F:28])[CH:23]=[CH:24][C:19]=1[C@H:15]([NH:71][C:73]([N:67]1[CH2:68][CH2:69][C:63]2[CH:62]=[N:61][C:60]([NH:59][CH:56]3[CH2:55][CH2:54][O:53][CH2:58][CH2:57]3)=[N:65][C:64]=2[CH2:66]1)=[O:74])[C@H:9]1[N:8]([C:6]([O:5][C:1]([CH3:4])([CH3:3])[CH3:2])=[O:7])[C:12]([CH3:14])([CH3:13])[CH2:11][CH2:10]1. (2) Given the reactants [Cl:1][C:2]1[CH:7]=[C:6]([CH3:8])[CH:5]=[C:4](C)[C:3]=1N1CCCC2C(=O)N(C)NC1=2.[Cl:21][C:22]1[CH:27]=[C:26]([Cl:28])[CH:25]=[CH:24][C:23]=1[N:29]1[CH2:34][CH2:33][CH2:32][C:31]2[C:35](=[O:39])[N:36]([CH3:38])[NH:37][C:30]1=2, predict the reaction product. The product is: [ClH:1].[Cl:21][C:22]1[CH:27]=[C:26]([Cl:28])[CH:25]=[CH:24][C:23]=1[N:29]1[CH2:34][CH2:33][CH2:32][C:31]2=[C:35]([O:39][CH:2]([CH2:7][CH2:6][CH3:8])[CH2:3][CH2:4][CH3:5])[N:36]([CH3:38])[N:37]=[C:30]12. (3) Given the reactants [Br:1]N1C(=O)CCC1=O.C(OOC(=O)C1C=CC=CC=1)(=O)C1C=CC=CC=1.[Cl:27][C:28]1[C:37]2[C:32](=[CH:33][CH:34]=[C:35]([CH3:38])[CH:36]=2)[N:31]=[CH:30][CH:29]=1, predict the reaction product. The product is: [Br:1][CH2:38][C:35]1[CH:36]=[C:37]2[C:32](=[CH:33][CH:34]=1)[N:31]=[CH:30][CH:29]=[C:28]2[Cl:27]. (4) Given the reactants [Cl:1][CH2:2][CH:3]1[C:11]2[C:10]3[CH:12]=[CH:13][C:14]([S:16]([NH:19][CH2:20][CH2:21][OH:22])(=[O:18])=[O:17])=[CH:15][C:9]=3[C:8]([N+:23]([O-:25])=[O:24])=[CH:7][C:6]=2[NH:5][CH2:4]1.[CH3:26][O:27][C:28]1[CH:29]=[C:30]2[C:34](=[C:35]([O:39][CH3:40])[C:36]=1[O:37][CH3:38])[NH:33][C:32]([C:41](O)=[O:42])=[CH:31]2.CCN=C=NCCCN(C)C.CC1C=CC(S(O)(=O)=O)=CC=1, predict the reaction product. The product is: [Cl:1][CH2:2][CH:3]1[C:11]2[C:10]3[CH:12]=[CH:13][C:14]([S:16]([NH:19][CH2:20][CH2:21][OH:22])(=[O:17])=[O:18])=[CH:15][C:9]=3[C:8]([N+:23]([O-:25])=[O:24])=[CH:7][C:6]=2[N:5]([C:41]([C:32]2[NH:33][C:34]3[C:30]([CH:31]=2)=[CH:29][C:28]([O:27][CH3:26])=[C:36]([O:37][CH3:38])[C:35]=3[O:39][CH3:40])=[O:42])[CH2:4]1. (5) Given the reactants [CH2:1]=[C:2]1[CH2:7][CH2:6][CH2:5][CH2:4][CH2:3]1.B1C2CCCC1CCC2.[OH-].[Na+].[C:19]([O:23][C:24]([N:26]1[CH2:31][CH2:30][N:29]([C:32]2[O:33][C:34]3[C:40](Br)=[CH:39][C:38]([Cl:42])=[CH:37][C:35]=3[N:36]=2)[C@@H:28]([CH3:43])[CH2:27]1)=[O:25])([CH3:22])([CH3:21])[CH3:20].C(=O)([O-])[O-].[K+].[K+], predict the reaction product. The product is: [C:19]([O:23][C:24]([N:26]1[CH2:31][CH2:30][N:29]([C:32]2[O:33][C:34]3[C:40]([CH2:1][CH:2]4[CH2:7][CH2:6][CH2:5][CH2:4][CH2:3]4)=[CH:39][C:38]([Cl:42])=[CH:37][C:35]=3[N:36]=2)[C@@H:28]([CH3:43])[CH2:27]1)=[O:25])([CH3:22])([CH3:21])[CH3:20]. (6) Given the reactants [NH:1]1[C:5]2[CH:6]=[CH:7][CH:8]=[CH:9][C:4]=2[N:3]=[C:2]1[CH:10]([OH:30])[C:11]1[CH:29]=[CH:28][C:14]([O:15][C:16]2[C:21]([CH:22]3[CH2:26][CH2:25][CH:24]([OH:27])[CH2:23]3)=[CH:20][CH:19]=[CH:18][N:17]=2)=[CH:13][CH:12]=1, predict the reaction product. The product is: [NH:1]1[C:5]2[CH:6]=[CH:7][CH:8]=[CH:9][C:4]=2[N:3]=[C:2]1[C:10]([C:11]1[CH:12]=[CH:13][C:14]([O:15][C:16]2[C:21]([CH:22]3[CH2:26][CH2:25][CH:24]([OH:27])[CH2:23]3)=[CH:20][CH:19]=[CH:18][N:17]=2)=[CH:28][CH:29]=1)=[O:30]. (7) Given the reactants [F:1][C:2]1[CH:3]=[C:4]([CH:6]=[CH:7][C:8]=1[F:9])[NH2:5].[CH2:10]([CH:12]1[O:14][CH2:13]1)[Cl:11], predict the reaction product. The product is: [Cl:11][CH2:10][C@H:12]([OH:14])[CH2:13][NH:5][C:4]1[CH:6]=[CH:7][C:8]([F:9])=[C:2]([F:1])[CH:3]=1. (8) Given the reactants [O:1]1[CH2:5][CH2:4][C@H:3]([NH:6][C:7]2[CH:14]=[C:13]([N:15]3[C:23]4[CH2:22][C:21]([CH3:25])([CH3:24])[CH2:20][C:19](=[O:26])[C:18]=4[C:17]([CH3:27])=[N:16]3)[CH:12]=[CH:11][C:8]=2[C:9]#[N:10])[CH2:2]1.CC[OH:30].CS(C)=O, predict the reaction product. The product is: [O:1]1[CH2:5][CH2:4][C@H:3]([NH:6][C:7]2[CH:14]=[C:13]([N:15]3[C:23]4[CH2:22][C:21]([CH3:24])([CH3:25])[CH2:20][C:19](=[O:26])[C:18]=4[C:17]([CH3:27])=[N:16]3)[CH:12]=[CH:11][C:8]=2[C:9]([NH2:10])=[O:30])[CH2:2]1. (9) Given the reactants O([CH:8]=[CH:9][C:10](=[N:18][C:19]1[CH:24]=[CH:23][CH:22]=[CH:21][CH:20]=1)[O:11][C:12]1[CH:17]=[CH:16][CH:15]=[CH:14][CH:13]=1)C1C=CC=CC=1.C1COCC1.[Na].[CH3:31][SH:32], predict the reaction product. The product is: [CH3:31][S:32][CH:8]=[CH:9][C:10](=[N:18][C:19]1[CH:24]=[CH:23][CH:22]=[CH:21][CH:20]=1)[O:11][C:12]1[CH:17]=[CH:16][CH:15]=[CH:14][CH:13]=1. (10) Given the reactants [C:1]([O:5][C:6]([NH:8][C:9]1([C:12]([OH:14])=O)[CH2:11][CH2:10]1)=[O:7])([CH3:4])([CH3:3])[CH3:2].CC(OC(OC(OC(C)(C)C)=O)=O)(C)C.C(=O)(O)[O-].[NH4+].[N:35]1C=CC=CC=1, predict the reaction product. The product is: [C:1]([O:5][C:6](=[O:7])[NH:8][C:9]1([C:12](=[O:14])[NH2:35])[CH2:11][CH2:10]1)([CH3:4])([CH3:3])[CH3:2].